From a dataset of Catalyst prediction with 721,799 reactions and 888 catalyst types from USPTO. Predict which catalyst facilitates the given reaction. (1) Reactant: [Br:1][C:2]1[CH:3]=[CH:4][C:5]([O:15][CH2:16][C:17]2[CH:22]=[CH:21][C:20]([F:23])=[CH:19][CH:18]=2)=[C:6]([C:8](=O)[CH2:9][CH2:10][C:11](=O)[CH3:12])[CH:7]=1.[NH2:24][C:25]1[CH:26]=[C:27]([CH:31]=[CH:32][C:33]=1[F:34])[C:28]([OH:30])=[O:29].CC1C=CC(S(O)(=O)=O)=CC=1. Product: [Br:1][C:2]1[CH:3]=[CH:4][C:5]([O:15][CH2:16][C:17]2[CH:22]=[CH:21][C:20]([F:23])=[CH:19][CH:18]=2)=[C:6]([C:8]2[N:24]([C:25]3[CH:26]=[C:27]([CH:31]=[CH:32][C:33]=3[F:34])[C:28]([OH:30])=[O:29])[C:11]([CH3:12])=[CH:10][CH:9]=2)[CH:7]=1. The catalyst class is: 296. (2) Reactant: [CH2:1]([O:4][C:5]1[C:6]([CH2:31][CH3:32])=[C:7]([CH2:26][C:27]([O:29][CH3:30])=[O:28])[C:8]([C:15](=[O:25])[C:16]2[CH:21]=[CH:20][C:19]([O:22][CH3:23])=[C:18]([OH:24])[CH:17]=2)=[C:9]([O:11][CH2:12][CH:13]=[CH2:14])[CH:10]=1)[CH:2]=[CH2:3].C(=O)([O-])[O-].[K+].[K+].[I-].[Na+].Br[CH2:42][CH2:43][O:44][CH:45]1[CH2:50][CH2:49][CH2:48][CH2:47][O:46]1. Product: [CH2:1]([O:4][C:5]1[C:6]([CH2:31][CH3:32])=[C:7]([CH2:26][C:27]([O:29][CH3:30])=[O:28])[C:8]([C:15](=[O:25])[C:16]2[CH:21]=[CH:20][C:19]([O:22][CH3:23])=[C:18]([O:24][CH2:42][CH2:43][O:44][CH:45]3[CH2:50][CH2:49][CH2:48][CH2:47][O:46]3)[CH:17]=2)=[C:9]([O:11][CH2:12][CH:13]=[CH2:14])[CH:10]=1)[CH:2]=[CH2:3]. The catalyst class is: 35.